Dataset: Reaction yield outcomes from USPTO patents with 853,638 reactions. Task: Predict the reaction yield, written as a fraction of the theoretical maximum amount of product (1.0 means a 100% yield; for example, 0.34 means a 34% yield). (1) The reactants are F[C:2]1[CH:7]=[CH:6][C:5]([N+:8]([O-:10])=[O:9])=[CH:4][CH:3]=1.[OH:11][C:12]1[CH:13]=[N:14][CH:15]=[CH:16][CH:17]=1.C(=O)([O-])[O-].[K+].[K+].O. The catalyst is CN(C=O)C. The product is [N+:8]([C:5]1[CH:6]=[CH:7][C:2]([O:11][C:12]2[CH:13]=[N:14][CH:15]=[CH:16][CH:17]=2)=[CH:3][CH:4]=1)([O-:10])=[O:9]. The yield is 0.310. (2) The reactants are [F:1][C:2]1[C:7]2[O:8][CH2:9][C:10]3([CH2:15][CH2:14][N:13]([CH2:16][CH2:17][C:18]([O:20][C:21]([CH3:24])([CH3:23])[CH3:22])=[O:19])[CH2:12][CH2:11]3)[C:6]=2[CH:5]=[CH:4][C:3]=1[OH:25].Br[CH2:27][CH2:28][CH2:29][CH2:30][CH2:31][CH3:32].C([O-])([O-])=O.[K+].[K+]. The catalyst is CC#N. The product is [F:1][C:2]1[C:7]2[O:8][CH2:9][C:10]3([CH2:15][CH2:14][N:13]([CH2:16][CH2:17][C:18]([O:20][C:21]([CH3:22])([CH3:24])[CH3:23])=[O:19])[CH2:12][CH2:11]3)[C:6]=2[CH:5]=[CH:4][C:3]=1[O:25][CH2:27][CH2:28][CH2:29][CH2:30][CH2:31][CH3:32]. The yield is 1.00. (3) The reactants are [Br:1][C:2]1[CH:7]=[CH:6][C:5]([C:8]2[CH:13]=[CH:12][C:11]([OH:14])=[CH:10][CH:9]=2)=[CH:4][CH:3]=1.Br[CH2:16][CH2:17][CH2:18][CH2:19][CH2:20][CH2:21][CH2:22][CH3:23].C(=O)([O-])[O-].[K+].[K+]. The catalyst is CC(=O)CC. The product is [Br:1][C:2]1[CH:3]=[CH:4][C:5]([C:8]2[CH:13]=[CH:12][C:11]([O:14][CH2:16][CH2:17][CH2:18][CH2:19][CH2:20][CH2:21][CH2:22][CH3:23])=[CH:10][CH:9]=2)=[CH:6][CH:7]=1. The yield is 0.660. (4) The reactants are C1(C)C=CC(S([O-])(=O)=O)=CC=1.[NH+]1C=CC=CC=1.[F:18][C:19]1[C:20]([C:44]2[CH:49]=[CH:48][CH:47]=[CH:46][CH:45]=2)=[CH:21][C:22](=[O:43])[N:23]([CH2:25][CH2:26][C@@:27]([CH3:42])([S:38]([CH3:41])(=[O:40])=[O:39])[C:28]([NH:30][O:31]C2CCCCO2)=[O:29])[CH:24]=1. The catalyst is C(O)C. The product is [F:18][C:19]1[C:20]([C:44]2[CH:49]=[CH:48][CH:47]=[CH:46][CH:45]=2)=[CH:21][C:22](=[O:43])[N:23]([CH2:25][CH2:26][C@@:27]([CH3:42])([S:38]([CH3:41])(=[O:39])=[O:40])[C:28]([NH:30][OH:31])=[O:29])[CH:24]=1. The yield is 0.764. (5) The reactants are FC(F)(F)C(O)=O.[CH3:8][C:9]1[CH:10]=[C:11]2[C:16](=[CH:17][CH:18]=1)[N:15]=[C:14]([NH2:19])[CH:13]=[N:12]2.C(N(CC)CC)C.[C:27](N1C=CC=CC1=O)(N1C=CC=CC1=O)=[S:28]. The catalyst is C(Cl)Cl. The product is [N:19]([C:14]1[CH:13]=[N:12][C:11]2[C:16](=[CH:17][CH:18]=[C:9]([CH3:8])[CH:10]=2)[N:15]=1)=[C:27]=[S:28]. The yield is 0.380.